This data is from Forward reaction prediction with 1.9M reactions from USPTO patents (1976-2016). The task is: Predict the product of the given reaction. (1) Given the reactants [OH:1][CH:2]1CCN(CC#C)C[CH2:3]1.[CH:11](NC(C)C)(C)C.[C:18]([C:22]1[CH:27]=[CH:26][C:25](/[C:28](/[C:44]2[CH:49]=[CH:48][C:47]([C:50]#[C:51][CH2:52][N:53]3[CH2:58]CO[CH2:55][CH2:54]3)=[CH:46][CH:45]=2)=[CH:29]/[CH2:30][O:31][C:32]2[CH:42]=[CH:41][C:35]([O:36][CH2:37][C:38]([OH:40])=[O:39])=[C:34]([CH3:43])[CH:33]=2)=[CH:24][CH:23]=1)([CH3:21])([CH3:20])[CH3:19], predict the reaction product. The product is: [C:18]([C:22]1[CH:27]=[CH:26][C:25](/[C:28](/[C:44]2[CH:49]=[CH:48][C:47]([C:50]#[C:51][CH2:52][N:53]3[CH2:54][CH2:55][CH:2]([OH:1])[CH2:3][CH2:58]3)=[CH:46][CH:45]=2)=[CH:29]/[CH2:30][O:31][C:32]2[CH:42]=[CH:41][C:35]([O:36][CH2:37][C:38]([O:40][CH3:11])=[O:39])=[C:34]([CH3:43])[CH:33]=2)=[CH:24][CH:23]=1)([CH3:21])([CH3:20])[CH3:19]. (2) Given the reactants [F:1][C:2]1[CH:3]=[C:4]2[C:8](=[CH:9][CH:10]=1)[NH:7][C:6](=[O:11])[C:5]12[C:15]2=[CH:16][C:17]3[O:21][CH2:20][O:19][C:18]=3[CH:22]=[C:14]2[O:13][CH2:12]1.BrC1C=CC=C2C=1C1(C3=CC4OCOC=4C=C3OC1)C(=O)N2.[Cl:45][C:46]1[S:50][C:49]([CH2:51]Cl)=[CH:48][CH:47]=1.BrCC1OC(C(F)(F)F)=CC=1, predict the reaction product. The product is: [Cl:45][C:46]1[S:50][C:49]([CH2:51][N:7]2[C:8]3[C:4](=[CH:3][C:2]([F:1])=[CH:10][CH:9]=3)[C:5]3([C:15]4=[CH:16][C:17]5[O:21][CH2:20][O:19][C:18]=5[CH:22]=[C:14]4[O:13][CH2:12]3)[C:6]2=[O:11])=[CH:48][CH:47]=1.